Dataset: Forward reaction prediction with 1.9M reactions from USPTO patents (1976-2016). Task: Predict the product of the given reaction. (1) Given the reactants [Cl:1][C:2]1[N:7]=[C:6]([N:8]2[CH2:13][C@@H:12]3[CH2:14][C@H:9]2[CH2:10][N:11]3[C:15]([O:17][C:18]([CH3:21])([CH3:20])[CH3:19])=[O:16])[CH:5]=[N:4][CH:3]=1.[Br:22]N1C(=O)CCC1=O.[OH-].[Na+], predict the reaction product. The product is: [Br:22][C:3]1[N:4]=[CH:5][C:6]([N:8]2[CH2:13][C@@H:12]3[CH2:14][C@H:9]2[CH2:10][N:11]3[C:15]([O:17][C:18]([CH3:21])([CH3:20])[CH3:19])=[O:16])=[N:7][C:2]=1[Cl:1]. (2) Given the reactants CCCCCC.C([Li])CCC.Br[C:13]1[S:14][C:15]([Cl:20])=[CH:16][C:17]=1[O:18][CH3:19].[CH:21]1([C:24]2[CH:35]=[CH:34][C:27]([C:28](N(OC)C)=[O:29])=[CH:26][CH:25]=2)[CH2:23][CH2:22]1.[Cl-].[NH4+], predict the reaction product. The product is: [Cl:20][C:15]1[S:14][C:13]([C:28]([C:27]2[CH:34]=[CH:35][C:24]([CH:21]3[CH2:22][CH2:23]3)=[CH:25][CH:26]=2)=[O:29])=[C:17]([O:18][CH3:19])[CH:16]=1. (3) Given the reactants [NH2:1][C:2]1[C:3]([C:16]([NH:18][CH3:19])=[O:17])=[N:4][C:5]([C:8]2[CH:13]=[CH:12][CH:11]=[C:10]([CH:14]=O)[CH:9]=2)=[CH:6][N:7]=1.[C:20]1([NH2:27])[CH:25]=[CH:24][CH:23]=[CH:22][C:21]=1[NH2:26], predict the reaction product. The product is: [NH2:1][C:2]1[C:3]([C:16]([NH:18][CH3:19])=[O:17])=[N:4][C:5]([C:8]2[CH:13]=[CH:12][CH:11]=[C:10]([C:14]3[NH:27][C:20]4[CH:25]=[CH:24][CH:23]=[CH:22][C:21]=4[N:26]=3)[CH:9]=2)=[CH:6][N:7]=1.